Regression. Given a peptide amino acid sequence and an MHC pseudo amino acid sequence, predict their binding affinity value. This is MHC class II binding data. From a dataset of Peptide-MHC class II binding affinity with 134,281 pairs from IEDB. (1) The peptide sequence is TSKLDAAYKLAYKTAEGATP. The MHC is DRB1_1201 with pseudo-sequence DRB1_1201. The binding affinity (normalized) is 0.451. (2) The binding affinity (normalized) is 0.569. The peptide sequence is PRYVKQNTLKLATGM. The MHC is DRB1_0701 with pseudo-sequence DRB1_0701. (3) The peptide sequence is PRYVKQSTLKLATG. The MHC is DRB1_0701 with pseudo-sequence DRB1_0701. The binding affinity (normalized) is 0. (4) The peptide sequence is GKEFIRCLALPFRGY. The MHC is DRB1_0404 with pseudo-sequence DRB1_0404. The binding affinity (normalized) is 0.797.